Dataset: Full USPTO retrosynthesis dataset with 1.9M reactions from patents (1976-2016). Task: Predict the reactants needed to synthesize the given product. (1) Given the product [CH2:1]([O:3][C:4]1[C:5]([O:12][CH3:13])=[C:6]([CH:9]=[CH:10][CH:11]=1)[CH:7]=[O:8])[CH3:2], predict the reactants needed to synthesize it. The reactants are: [CH2:1]([O:3][C:4]1[CH:11]=[CH:10][CH:9]=[C:6]([CH:7]=[O:8])[C:5]=1[OH:12])[CH3:2].[C:13](=O)([O-])[O-].[K+].[K+].S(OC)(OC)(=O)=O. (2) Given the product [F:1][C:2]([F:7])([F:6])[C:3]([OH:5])=[O:4].[F:8][C:9]([F:14])([F:13])[C:10]([OH:12])=[O:11].[Cl:52][C:36]1[CH:37]=[N:38][C:39]2[NH:40][C:41]3[CH:42]=[N:43][CH:44]=[C:45]([CH:50]=3)[CH2:46][CH2:47][C:48]3[CH:49]=[C:33]([NH:34][C:35]=1[N:51]=2)[CH:32]=[CH:31][C:30]=3[NH:29][C:27](=[O:28])[CH2:26][CH:24]1[CH2:23][N:22]([C:58]([C:57]2[NH:53][N:54]=[CH:55][CH:56]=2)=[O:59])[CH2:25]1, predict the reactants needed to synthesize it. The reactants are: [F:1][C:2]([F:7])([F:6])[C:3]([OH:5])=[O:4].[F:8][C:9]([F:14])([F:13])[C:10]([OH:12])=[O:11].FC(F)(F)C(O)=O.[NH:22]1[CH2:25][CH:24]([CH2:26][C:27]([NH:29][C:30]2[CH:31]=[CH:32][C:33]3[NH:34][C:35]4[N:51]=[C:39]([NH:40][C:41]5[CH:42]=[N:43][CH:44]=[C:45]([CH:50]=5)[CH2:46][CH2:47][C:48]=2[CH:49]=3)[N:38]=[CH:37][C:36]=4[Cl:52])=[O:28])[CH2:23]1.[NH:53]1[C:57]([C:58](O)=[O:59])=[CH:56][CH:55]=[N:54]1. (3) Given the product [CH2:1]([O:3][C:4](=[O:22])[C:5]([CH3:21])([O:14][C:15]1[CH:20]=[CH:19][CH:18]=[CH:17][CH:16]=1)[CH2:6][C:7]1[CH:12]=[CH:11][C:10]([O:13][CH2:36][CH2:35][C:33]2[N:34]=[C:30]([C:26]3[CH:27]=[CH:28][CH:29]=[C:24]([Br:23])[CH:25]=3)[O:31][C:32]=2[CH3:48])=[CH:9][CH:8]=1)[CH3:2], predict the reactants needed to synthesize it. The reactants are: [CH2:1]([O:3][C:4](=[O:22])[C:5]([CH3:21])([O:14][C:15]1[CH:20]=[CH:19][CH:18]=[CH:17][CH:16]=1)[CH2:6][C:7]1[CH:12]=[CH:11][C:10]([OH:13])=[CH:9][CH:8]=1)[CH3:2].[Br:23][C:24]1[CH:25]=[C:26]([C:30]2[O:31][C:32]([CH3:48])=[C:33]([CH2:35][CH2:36]OS(C3C=CC(C)=CC=3)(=O)=O)[N:34]=2)[CH:27]=[CH:28][CH:29]=1. (4) The reactants are: CN(C)[CH:3]=[O:4].[CH2:6]([C:8]1[NH:24][C:11]2[N:12]=[C:13]([S:17][C:18]3[CH:19]=[N:20][CH:21]=[CH:22][CH:23]=3)[N:14]=[C:15](O)[C:10]=2[CH:9]=1)[CH3:7].P(Cl)(Cl)([Cl:27])=O. Given the product [Cl:27][C:15]1[C:10]2[C:9]([CH:3]=[O:4])=[C:8]([CH2:6][CH3:7])[NH:24][C:11]=2[N:12]=[C:13]([S:17][C:18]2[CH:19]=[N:20][CH:21]=[CH:22][CH:23]=2)[N:14]=1, predict the reactants needed to synthesize it. (5) Given the product [CH2:1]([O:8][C:9]1[N:10]=[N:11][C:12]([CH2:31][CH:25]2[CH2:30][CH2:29][CH2:28][CH2:27][CH2:26]2)=[CH:13][C:14]=1[O:15][CH2:16][C:17]1[CH:22]=[CH:21][CH:20]=[CH:19][CH:18]=1)[C:2]1[CH:7]=[CH:6][CH:5]=[CH:4][CH:3]=1, predict the reactants needed to synthesize it. The reactants are: [CH2:1]([O:8][C:9]1[N:10]=[N:11][C:12](Cl)=[CH:13][C:14]=1[O:15][CH2:16][C:17]1[CH:22]=[CH:21][CH:20]=[CH:19][CH:18]=1)[C:2]1[CH:7]=[CH:6][CH:5]=[CH:4][CH:3]=1.[Br-].[CH:25]1([CH2:31][Zn+])[CH2:30][CH2:29][CH2:28][CH2:27][CH2:26]1. (6) Given the product [ClH:56].[C:1]([C:4]1[CH:5]=[CH:6][C:7]([C:8]([N:10]2[CH2:16][C@H:15]([NH:17][C:18](=[O:30])[C@@H:19]([NH:21][CH3:22])[CH3:20])[C:14](=[O:31])[N:13]([CH2:32][C:33]3[C:42]4[C:37](=[CH:38][CH:39]=[CH:40][CH:41]=4)[N+:36]([O-:43])=[CH:35][C:34]=3[O:44][CH2:45][C:46]([F:48])([F:47])[F:49])[C:12]3[CH:50]=[CH:51][CH:52]=[CH:53][C:11]2=3)=[O:9])=[CH:54][CH:55]=1)(=[O:3])[CH3:2], predict the reactants needed to synthesize it. The reactants are: [C:1]([C:4]1[CH:55]=[CH:54][C:7]([C:8]([N:10]2[CH2:16][C@H:15]([NH:17][C:18](=[O:30])[C@@H:19]([N:21](C(OC(C)(C)C)=O)[CH3:22])[CH3:20])[C:14](=[O:31])[N:13]([CH2:32][C:33]3[C:42]4[C:37](=[CH:38][CH:39]=[CH:40][CH:41]=4)[N+:36]([O-:43])=[CH:35][C:34]=3[O:44][CH2:45][C:46]([F:49])([F:48])[F:47])[C:12]3[CH:50]=[CH:51][CH:52]=[CH:53][C:11]2=3)=[O:9])=[CH:6][CH:5]=1)(=[O:3])[CH3:2].[ClH:56]. (7) The reactants are: [Br:1][C:2]1C=[CH:9][CH:8]=[C:7]2[C:3]=1[CH2:4][CH2:5]C2OC.[CH2:13]1[CH2:17][O:16][CH2:15][CH2:14]1.[Li]CCCC.CN(C=O)C.[BH4-].[Na+].C1(P(C2C=CC=CC=2)C2C=CC=CC=2)C=CC=CC=1.BrN1C(=O)CCC1=O. Given the product [Br:1][CH2:2][C:3]1[CH:4]=[CH:5][CH:14]=[C:13]2[C:7]=1[CH2:8][CH2:9][CH:17]2[O:16][CH3:15], predict the reactants needed to synthesize it.